From a dataset of Experimentally validated miRNA-target interactions with 360,000+ pairs, plus equal number of negative samples. Binary Classification. Given a miRNA mature sequence and a target amino acid sequence, predict their likelihood of interaction. (1) The miRNA is mmu-miR-9-3p with sequence AUAAAGCUAGAUAACCGAAAGU. The protein sequence of the target gene is MDNMSITNTPTSNDACLSIVHSLMCHRQGGESETFAKRAIESLVKKLKEKKDELDSLITAITTNGAHPSKCVTIQRTLDGRLQVAGRKGFPHVIYARLWRWPDLHKNELKHVKYCQYAFDLKCDSVCVNPYHYERVVSPGIDLSGLTLQSNAPSMLVKDEYVHDFEGQPSLPTEGHSIQTIQHPPSNRASTETYSAPALLAPAESNATSTTNFPNIPVASTSQPASILAGSHSEGLLQIASGPQPGQQQNGFTAQPATYHHNSTTTWTGSRTAPYTPNLPHHQNGHLQHHPPMPPHPGHY.... Result: 0 (no interaction). (2) The miRNA is mmu-miR-3069-3p with sequence UUGGACACUAAGUACUGCCACA. The protein sequence of the target gene is MSIETLLEAARFLEWQAQQQQRAREEQERLRLEREREREQEQKRASNLARLAHALPVEEPRIEAPPLPLSPPAPPPAPPPPLATPAPLTVIPIPVVTNSPQSLPPPPPLPPAAQPLPLAPRQPALVSTPGLSIKEPVTLPTRPQVPTPAPLLPDAKTTVAPTGSPKPLQPLPAPILTIAPHPGVQPQLAPQQPPPPTLGTLKLAPAEEAKSSEQKKRPGGIGTREVHNKLEKNRRAHLKECFETLKRNIPNVDDKKTSNLSVLRTALRYIQSLKRKEKEYEHEMERLAREKIATQQRLAE.... Result: 0 (no interaction). (3) The miRNA is hsa-miR-302a-5p with sequence ACUUAAACGUGGAUGUACUUGCU. The protein sequence of the target gene is MTKMDIRGAVDAAVPTNIIAAKAAEVRANKVNWQSYLQGQMISAEDCEFIQRFEMKRSSEDKQEMLQTEGSQCAKTFINLMTHISKEQTVQYILTMVDDMLQENHQRVSIFFDYAKRSKSTAWPYFLPMLNRQDPFTVHMAARIIAKLAAWGKELMEGSDLNYYFNWIKTQLSSQKLRGSGVAVETGTISSSDSSQYVQCVAGCLQLMLRVNEYRFAWVEADGVNCIMGVLSNKCGFQLQYQMIFSIWLLAFSPQMCEHLRRYNIIPVLSDILQESVKEKVTRIILAAFRNFLEKSTERE.... Result: 0 (no interaction). (4) The miRNA is hsa-miR-3186-5p with sequence CAGGCGUCUGUCUACGUGGCUU. The protein sequence of the target gene is MRALEGPGLSLLCLVLALPALLPVPAVRGVAETPTYPWRDAETGERLVCAQCPPGTFVQRPCRRDSPTTCGPCPPRHYTQFWNYLERCRYCNVLCGEREEEARACHATHNRACRCRTGFFAHAGFCLEHASCPPGAGVIAPGTPSQNTQCQPCPPGTFSASSSSSEQCQPHRNCTALGLALNVPGSSSHDTLCTSCTGFPLSTRVPGAEECERAVIDFVAFQDISIKRLQRLLQALEAPEGWGPTPRAGRAALQLKLRRRLTELLGAQDGALLVRLLQALRVARMPGLERSVRERFLPVH.... Result: 0 (no interaction). (5) The miRNA is hsa-miR-3918 with sequence ACAGGGCCGCAGAUGGAGACU. The protein sequence of the target gene is MSAARPQFSIDDAFELSLEDGGPGPESSGVARFGPLHFERRARFEVADEDKQSRLRYQNLENDEDGAQASPEPDGGVGTRDSSRTSIRSSQWSFSTISSSTQRSYNTCCSWTQHPLIQKNRRVVLASFLLLLLGLVLILVGVGLEATPSPGVSSAIFFVPGFLLLVPGVYHVIFIYCAVKGHRGFQFFYLPYFEK. Result: 1 (interaction). (6) The miRNA is hsa-miR-1297 with sequence UUCAAGUAAUUCAGGUG. The protein sequence of the target gene is MRDNTSPISVILVSSGSRGNKLLFRYPFQRSQEHPASQTSKPRSRYAASNTGDHADEQDGDSRFSDVILATILATKSEMCGQKFELKIDNVRFVGHPTLLQHALGQISKTDPSPKREAPTMILFNVVFALRANADPSVINCLHNLSRRIATVLQHEERRCQYLTREAKLILALQDEVSAMADGNEGPQSPFHHILPKCKLARDLKEAYDSLCTSGVVRLHINSWLEVSFCLPHKIHYAASSLIPPEAIERSLKAIRPYHALLLLSDEKSLLGELPIDCSPALVRVIKTTSAVKNLQQLAQ.... Result: 0 (no interaction).